Dataset: Catalyst prediction with 721,799 reactions and 888 catalyst types from USPTO. Task: Predict which catalyst facilitates the given reaction. (1) Reactant: [N+:1]([C:4]1[CH:9]=[C:8]([O:10][CH3:11])[CH:7]=[CH:6][C:5]=1[S:12]([NH:15][C:16]1[CH:17]=[CH:18][CH:19]=[C:20]2[C:25]=1[N:24]=[C:23]([CH3:26])[CH:22]=[CH:21]2)(=[O:14])=[O:13])([O-])=O.[Sn](Cl)Cl. Product: [NH2:1][C:4]1[CH:9]=[C:8]([O:10][CH3:11])[CH:7]=[CH:6][C:5]=1[S:12]([NH:15][C:16]1[CH:17]=[CH:18][CH:19]=[C:20]2[C:25]=1[N:24]=[C:23]([CH3:26])[CH:22]=[CH:21]2)(=[O:14])=[O:13]. The catalyst class is: 33. (2) Reactant: Cl[C:2]1[N:7]=[C:6]([C:8]2[C:16]3[C:11](=[CH:12][CH:13]=[C:14]([F:17])[CH:15]=3)[N:10](C(OC(C)(C)C)=O)[CH:9]=2)[CH:5]=[CH:4][N:3]=1.[NH2:25][C:26]1[CH:31]=[CH:30][C:29]([N:32]2[CH2:37][CH2:36][N:35]([C:38]([O:40][CH2:41][CH2:42][N:43]([CH3:45])[CH3:44])=[O:39])[CH2:34][CH2:33]2)=[CH:28][CH:27]=1. Product: [F:17][C:14]1[CH:15]=[C:16]2[C:11](=[CH:12][CH:13]=1)[NH:10][CH:9]=[C:8]2[C:6]1[CH:5]=[CH:4][N:3]=[C:2]([NH:25][C:26]2[CH:27]=[CH:28][C:29]([N:32]3[CH2:37][CH2:36][N:35]([C:38]([O:40][CH2:41][CH2:42][N:43]([CH3:45])[CH3:44])=[O:39])[CH2:34][CH2:33]3)=[CH:30][CH:31]=2)[N:7]=1. The catalyst class is: 12. (3) Reactant: [NH2:1][C:2]1[C:11]2[N:12]=[C:13]3[N:17](C(OC(C)(C)C)=O)[CH2:16][C@H:15]([CH3:25])[N:14]3[C:10]=2[C:9]2[C:4](=[CH:5][CH:6]=[CH:7][CH:8]=2)[N:3]=1.Cl.CCO. Product: [CH3:25][C@@H:15]1[N:14]2[C:10]3[C:9]4[C:4](=[CH:5][CH:6]=[CH:7][CH:8]=4)[N:3]=[C:2]([NH2:1])[C:11]=3[N:12]=[C:13]2[NH:17][CH2:16]1. The catalyst class is: 22. (4) Reactant: [Cl:1][C:2]1[N:3]=[C:4]([CH3:12])[C:5]([C:8]([O:10]C)=[O:9])=[N:6][CH:7]=1.[OH-].[Na+].Cl. Product: [Cl:1][C:2]1[N:3]=[C:4]([CH3:12])[C:5]([C:8]([OH:10])=[O:9])=[N:6][CH:7]=1. The catalyst class is: 12. (5) Reactant: Cl[C:2]1[N:7]=[CH:6][C:5]([C:8]2[CH:13]=[CH:12][N:11]=[C:10]([NH:14][C:15]3[CH:16]=[C:17]([NH:22][C:23](=[O:34])[C:24]4[CH:29]=[CH:28][CH:27]=[C:26]([C:30]([F:33])([F:32])[F:31])[CH:25]=4)[CH:18]=[CH:19][C:20]=3[CH3:21])[N:9]=2)=[CH:4][CH:3]=1.[CH2:35]([N:37]([CH2:42][CH3:43])[CH2:38][CH2:39][CH2:40][NH2:41])[CH3:36]. Product: [CH2:35]([N:37]([CH2:42][CH3:43])[CH2:38][CH2:39][CH2:40][NH:41][C:2]1[N:7]=[CH:6][C:5]([C:8]2[CH:13]=[CH:12][N:11]=[C:10]([NH:14][C:15]3[CH:16]=[C:17]([NH:22][C:23](=[O:34])[C:24]4[CH:29]=[CH:28][CH:27]=[C:26]([C:30]([F:33])([F:31])[F:32])[CH:25]=4)[CH:18]=[CH:19][C:20]=3[CH3:21])[N:9]=2)=[CH:4][CH:3]=1)[CH3:36]. The catalyst class is: 6. (6) Reactant: [NH:1]1[C:9]2[C:4](=[CH:5][C:6]([C:10]([O:12][CH3:13])=[O:11])=[CH:7][CH:8]=2)[CH2:3][CH2:2]1.[CH3:14][O:15][C:16]1[CH:17]=[C:18]([CH:21]=[C:22]([O:26][CH3:27])[C:23]=1[O:24][CH3:25])[CH:19]=O.C([Sn](Cl)(Cl)CCCC)CCC.C1([SiH3])C=CC=CC=1. Product: [CH3:27][O:26][C:22]1[CH:21]=[C:18]([CH:17]=[C:16]([O:15][CH3:14])[C:23]=1[O:24][CH3:25])[CH2:19][N:1]1[C:9]2[C:4](=[CH:5][C:6]([C:10]([O:12][CH3:13])=[O:11])=[CH:7][CH:8]=2)[CH2:3][CH2:2]1. The catalyst class is: 1. (7) Reactant: [F:1][C:2]([F:12])([F:11])[O:3][C:4]1[CH:9]=[CH:8][CH:7]=[CH:6][C:5]=1[Cl:10].C([Li])CCC.CCCCCC.CN(C)[CH:26]=[O:27]. Product: [Cl:10][C:5]1[C:4]([O:3][C:2]([F:1])([F:11])[F:12])=[CH:9][CH:8]=[CH:7][C:6]=1[CH:26]=[O:27]. The catalyst class is: 7.